This data is from Full USPTO retrosynthesis dataset with 1.9M reactions from patents (1976-2016). The task is: Predict the reactants needed to synthesize the given product. Given the product [N+:13]([C:16]1[CH:24]=[CH:23][C:19]([C:20]2[NH:12][C:3]3[CH:4]=[C:5]([C:8]([F:9])([F:10])[F:11])[CH:6]=[CH:7][C:2]=3[N:1]=2)=[CH:18][CH:17]=1)([O-:15])=[O:14], predict the reactants needed to synthesize it. The reactants are: [NH2:1][C:2]1[CH:7]=[CH:6][C:5]([C:8]([F:11])([F:10])[F:9])=[CH:4][C:3]=1[NH2:12].[N+:13]([C:16]1[CH:24]=[CH:23][C:19]([C:20](O)=O)=[CH:18][CH:17]=1)([O-:15])=[O:14].